This data is from Experimentally validated miRNA-target interactions with 360,000+ pairs, plus equal number of negative samples. The task is: Binary Classification. Given a miRNA mature sequence and a target amino acid sequence, predict their likelihood of interaction. (1) The miRNA is mmu-miR-6902-3p with sequence CCAUGUGAUGUGUGGGUUCAG. The protein sequence of the target gene is MGNTTSERVSGERHGAKAARAEGGGHGPGKEHKIMVGSTDDPSVFSLPDSKLPGDKEFVPWQQDLDDSVKPAQQARPTVIRWSEGGKEVFISGSFNNWSTKIPLIKSHNDFVAILDLPEGEHQYKFFVDGQWVHDPSEPVVTSQLGTINNLIHVKKSDFEVFDALKLDSMESSETSCRDLSSSPPGPYGQEMYVFRSEERFKSPPILPPHLLQVILNKDTNISCDPALLPEPNHVMLNHLYALSIKDSVMVLSATHRYKKKYVTTLLYKPI. Result: 0 (no interaction). (2) The miRNA is hsa-miR-6836-3p with sequence AUGCCUCCCCCGGCCCCGCAG. The protein sequence of the target gene is MDLHKQWENTETNWHKEKMELLDQFDNERKEWESQWKIMQKKIEELCREVKLWRKININESAKIIDLYHEKTIPEKVIESSPNYPDLGQSEFIRTNHKDGLRKENKREQSLVSGGNQMCKEQKATKKSKVGFLDPLATDNQKECEAWPDLRTSEEDSKSCSGALSTALEELAKVSEELCSFQEEIRKRSNHRRMKSDSFLQEMPNVTNIPHGDPMINNDQCILPISLEKEKQKNRKNLSCTNVLQSNSTKKCGIDTIDLKRNETPPVPPPRSTSRNFPSSDSEQAYERWKERLDHNSWVP.... Result: 1 (interaction).